Predict the reaction yield, written as a fraction of the theoretical maximum amount of product (1.0 means a 100% yield; for example, 0.34 means a 34% yield). From a dataset of Reaction yield outcomes from USPTO patents with 853,638 reactions. (1) The reactants are I[C:2]1[CH:7]=[CH:6][C:5]([N+:8]([O-:10])=[O:9])=[CH:4][CH:3]=1.Br[C:12]1[C:17]([F:18])=[C:16]([F:19])[C:15]([F:20])=[C:14]([F:21])[C:13]=1[F:22]. The catalyst is [Cu]. The product is [N+:8]([C:5]1[CH:6]=[CH:7][C:2]([C:12]2[C:13]([F:22])=[C:14]([F:21])[C:15]([F:20])=[C:16]([F:19])[C:17]=2[F:18])=[CH:3][CH:4]=1)([O-:10])=[O:9]. The yield is 0.630. (2) The catalyst is CO. The reactants are C(Cl)(=O)C.[Cl:5][C:6]1[CH:26]=[CH:25][C:9]([O:10][CH2:11][C@H:12]2[CH2:17][CH2:16][CH2:15][N:14](C(OC(C)(C)C)=O)[CH2:13]2)=[CH:8][C:7]=1[C:27](=[O:45])[NH:28][C:29](=[O:44])[NH:30][C:31]1[S:32][C:33]2[CH:39]=[C:38]([S:40]([CH3:43])(=[O:42])=[O:41])[CH:37]=[CH:36][C:34]=2[N:35]=1. The yield is 0.970. The product is [Cl:5][C:6]1[CH:26]=[CH:25][C:9]([O:10][CH2:11][C@H:12]2[CH2:17][CH2:16][CH2:15][NH:14][CH2:13]2)=[CH:8][C:7]=1[C:27]([NH:28][C:29](=[O:44])[NH:30][C:31]1[S:32][C:33]2[CH:39]=[C:38]([S:40]([CH3:43])(=[O:42])=[O:41])[CH:37]=[CH:36][C:34]=2[N:35]=1)=[O:45]. (3) The reactants are [Br:1][C:2]1[CH:3]=[C:4]2[C:8](=[CH:9][CH:10]=1)[NH:7][N:6]=[C:5]2[C:11]([OH:13])=[O:12].[O:14]1[CH:19]=[CH:18][CH2:17][CH2:16][CH2:15]1.CC1C=CC(S(O)(=O)=O)=CC=1. The catalyst is C1COCC1. The product is [Br:1][C:2]1[CH:3]=[C:4]2[C:8](=[CH:9][CH:10]=1)[N:7]([CH:15]1[CH2:16][CH2:17][CH2:18][CH2:19][O:14]1)[N:6]=[C:5]2[C:11]([OH:13])=[O:12]. The yield is 0.608. (4) The reactants are [N+:1]([C:4]1[CH:9]=[CH:8][C:7]([OH:10])=[CH:6][CH:5]=1)([O-:3])=[O:2].Cl[CH2:12][C:13]1[O:17][N:16]=[C:15]([C:18]2[CH:23]=[CH:22][CH:21]=[CH:20][CH:19]=2)[N:14]=1.C([O-])([O-])=O.[K+].[K+]. The catalyst is CC(C)=O. The product is [N+:1]([C:4]1[CH:9]=[CH:8][C:7]([O:10][CH2:12][C:13]2[O:17][N:16]=[C:15]([C:18]3[CH:19]=[CH:20][CH:21]=[CH:22][CH:23]=3)[N:14]=2)=[CH:6][CH:5]=1)([O-:3])=[O:2]. The yield is 0.920.